This data is from Full USPTO retrosynthesis dataset with 1.9M reactions from patents (1976-2016). The task is: Predict the reactants needed to synthesize the given product. (1) Given the product [F:15][C:16]1([F:23])[CH2:21][CH2:20][C:19]([C:2]2[CH:3]=[N:4][N:5]([CH2:7][O:8][CH3:9])[CH:6]=2)([OH:22])[CH2:18][CH2:17]1, predict the reactants needed to synthesize it. The reactants are: I[C:2]1[CH:3]=[N:4][N:5]([CH2:7][O:8][CH3:9])[CH:6]=1.C([Mg]Cl)(C)C.[F:15][C:16]1([F:23])[CH2:21][CH2:20][C:19](=[O:22])[CH2:18][CH2:17]1.[Cl-].[NH4+]. (2) Given the product [CH3:1][C@@H:2]1[CH2:6][S:5](=[O:8])(=[O:7])[N:4]([C:10]2[CH:15]=[CH:14][C:13]([C:16]([N:18]3[CH2:23][CH2:22][N:21]([C:24]4[C:29]([CH3:30])=[CH:28][C:27]([CH3:31])=[C:26]([CH3:32])[N:25]=4)[CH2:20][CH2:19]3)=[O:17])=[CH:12][CH:11]=2)[CH2:3]1, predict the reactants needed to synthesize it. The reactants are: [CH3:1][C@@H:2]1[CH2:6][S:5](=[O:8])(=[O:7])[NH:4][CH2:3]1.I[C:10]1[CH:15]=[CH:14][C:13]([C:16]([N:18]2[CH2:23][CH2:22][N:21]([C:24]3[C:29]([CH3:30])=[CH:28][C:27]([CH3:31])=[C:26]([CH3:32])[N:25]=3)[CH2:20][CH2:19]2)=[O:17])=[CH:12][CH:11]=1. (3) Given the product [OH:1][CH2:2][C:3]1[CH:4]=[C:5]([N+:11]([O-:13])=[O:12])[CH:6]=[CH:7][C:8]=1[S:26]([CH3:14])(=[O:28])=[O:25], predict the reactants needed to synthesize it. The reactants are: [OH:1][CH2:2][C:3]1[CH:4]=[C:5]([N+:11]([O-:13])=[O:12])[CH:6]=[CH:7][C:8]=1SC.[CH:14]1C=C(Cl)C=C(C(OO)=O)C=1.[O-:25][S:26]([O-:28])=O.[Na+].[Na+]. (4) The reactants are: [F:1][C:2]([F:25])([F:24])[C:3]1[CH:4]=[C:5]([C:13]2[N:17]=[CH:16][N:15](/[CH:18]=[CH:19]\[C:20]([NH:22][NH2:23])=[O:21])[N:14]=2)[CH:6]=[C:7]([C:9]([F:12])([F:11])[F:10])[CH:8]=1.[C:26]([O:30][C:31]([NH:33][C@@H:34]([CH:38]([CH3:40])[CH3:39])[C:35](O)=[O:36])=[O:32])([CH3:29])([CH3:28])[CH3:27].C(P1(=O)OP(CCC)(=O)OP(CCC)(=O)O1)CC.CCN(C(C)C)C(C)C. Given the product [C:26]([O:30][C:31](=[O:32])[NH:33][C@@H:34]([CH:38]([CH3:39])[CH3:40])[C:35]([NH:23][NH:22][C:20](=[O:21])/[CH:19]=[CH:18]\[N:15]1[CH:16]=[N:17][C:13]([C:5]2[CH:6]=[C:7]([C:9]([F:10])([F:11])[F:12])[CH:8]=[C:3]([C:2]([F:24])([F:1])[F:25])[CH:4]=2)=[N:14]1)=[O:36])([CH3:29])([CH3:28])[CH3:27], predict the reactants needed to synthesize it.